From a dataset of Peptide-MHC class I binding affinity with 185,985 pairs from IEDB/IMGT. Regression. Given a peptide amino acid sequence and an MHC pseudo amino acid sequence, predict their binding affinity value. This is MHC class I binding data. (1) The binding affinity (normalized) is 0. The peptide sequence is LQAGFFLLT. The MHC is HLA-A68:01 with pseudo-sequence HLA-A68:01. (2) The peptide sequence is YLQAKSQVL. The MHC is HLA-B51:01 with pseudo-sequence HLA-B51:01. The binding affinity (normalized) is 0.0847. (3) The peptide sequence is VEMGEAAGI. The MHC is HLA-B40:01 with pseudo-sequence HLA-B40:01. The binding affinity (normalized) is 0.483. (4) The peptide sequence is KTAVVPLVY. The MHC is HLA-B58:01 with pseudo-sequence HLA-B58:01. The binding affinity (normalized) is 1.00. (5) The peptide sequence is FEYISDAFSL. The MHC is HLA-B40:02 with pseudo-sequence HLA-B40:02. The binding affinity (normalized) is 0.378.